From a dataset of Full USPTO retrosynthesis dataset with 1.9M reactions from patents (1976-2016). Predict the reactants needed to synthesize the given product. (1) Given the product [CH2:1]([O:3][C:4]([NH:6][NH:7][C:25](=[O:26])[CH2:24][C:17]1[C:16]([CH3:15])=[CH:21][C:20]([CH3:22])=[CH:19][C:18]=1[CH3:23])=[O:5])[CH3:2], predict the reactants needed to synthesize it. The reactants are: [CH2:1]([O:3][C:4]([NH:6][NH2:7])=[O:5])[CH3:2].C(N(CC)CC)C.[CH3:15][C:16]1[CH:21]=[C:20]([CH3:22])[CH:19]=[C:18]([CH3:23])[C:17]=1[CH2:24][C:25](Cl)=[O:26]. (2) Given the product [CH3:31][O:32][C:33]1[CH:34]=[C:35]([C@@:41]23[CH2:49][CH2:48][C@@H:47]([NH:50][C:20]([NH:9][C:6]4[CH:7]=[N:8][C:3]([C:2]([F:1])([F:10])[F:11])=[CH:4][CH:5]=4)=[O:22])[CH2:46][C@@H:45]2[N:44]([CH3:51])[CH2:43][CH2:42]3)[CH:36]=[CH:37][C:38]=1[O:39][CH3:40], predict the reactants needed to synthesize it. The reactants are: [F:1][C:2]([F:11])([F:10])[C:3]1[N:8]=[CH:7][C:6]([NH2:9])=[CH:5][CH:4]=1.CCN(CC)CC.Cl[C:20](Cl)([O:22]C(=O)OC(Cl)(Cl)Cl)Cl.[CH3:31][O:32][C:33]1[CH:34]=[C:35]([C@@:41]23[CH2:49][CH2:48][C@@H:47]([NH2:50])[CH2:46][C@@H:45]2[N:44]([CH3:51])[CH2:43][CH2:42]3)[CH:36]=[CH:37][C:38]=1[O:39][CH3:40]. (3) The reactants are: Br[C:2]1[C:6]2[CH2:7][N:8]([C:11](=[O:13])[CH3:12])[CH2:9][CH2:10][C:5]=2[N:4]([CH:14]2[CH2:19][CH2:18][O:17][CH2:16][CH2:15]2)[N:3]=1.[Cl:20][C:21]1[CH:30]=[C:29]2[C:24]([CH2:25][CH2:26][CH2:27][NH:28]2)=[CH:23][CH:22]=1.C1(P(C2CCCCC2)C2C=CC=CC=2C2C(OC(C)C)=CC=CC=2OC(C)C)CCCCC1.C(O[Na])(C)(C)C. Given the product [Cl:20][C:21]1[CH:30]=[C:29]2[C:24]([CH2:25][CH2:26][CH2:27][N:28]2[C:2]2[C:6]3[CH2:7][N:8]([C:11](=[O:13])[CH3:12])[CH2:9][CH2:10][C:5]=3[N:4]([CH:14]3[CH2:19][CH2:18][O:17][CH2:16][CH2:15]3)[N:3]=2)=[CH:23][CH:22]=1, predict the reactants needed to synthesize it. (4) Given the product [F:9][C:10]1[CH:15]=[CH:14][C:13]([S:16][CH2:2][C:3]2[CH:8]=[CH:7][CH:6]=[CH:5][N:4]=2)=[CH:12][CH:11]=1, predict the reactants needed to synthesize it. The reactants are: Cl[CH2:2][C:3]1[CH:8]=[CH:7][CH:6]=[CH:5][N:4]=1.[F:9][C:10]1[CH:15]=[CH:14][C:13]([SH:16])=[CH:12][CH:11]=1.N12CCCN=C1CCCCC2.